This data is from Forward reaction prediction with 1.9M reactions from USPTO patents (1976-2016). The task is: Predict the product of the given reaction. (1) Given the reactants [O:1]=[C:2]1[N:7]2[CH:8]=[C:9]([N:12]3[CH2:17][CH2:16][N:15]([C:18]([O:20][C:21]([CH3:24])([CH3:23])[CH3:22])=[O:19])[CH2:14][CH2:13]3)[N:10]=[CH:11][C:6]2=[N:5][C:4](OS(C(F)(F)F)(=O)=O)=[CH:3]1.[CH3:33][N:34]1[CH:42]=[C:41]2[C:36]([CH:37]=[CH:38][C:39](B(O)O)=[CH:40]2)=[N:35]1.[O-]P([O-])([O-])=O.[K+].[K+].[K+], predict the reaction product. The product is: [CH3:33][N:34]1[CH:42]=[C:41]2[C:36]([CH:37]=[CH:38][C:39]([C:4]3[N:5]=[C:6]4[CH:11]=[N:10][C:9]([N:12]5[CH2:13][CH2:14][N:15]([C:18]([O:20][C:21]([CH3:23])([CH3:22])[CH3:24])=[O:19])[CH2:16][CH2:17]5)=[CH:8][N:7]4[C:2](=[O:1])[CH:3]=3)=[CH:40]2)=[N:35]1. (2) Given the reactants [C:1]([C:5]1[CH:6]=[C:7]([NH:11][C:12](=[O:25])[C:13]2[CH:18]=[CH:17][C:16]([N:19]3[CH2:24][CH2:23][NH:22][CH2:21][CH2:20]3)=[CH:15][CH:14]=2)[CH:8]=[CH:9][CH:10]=1)([CH3:4])([CH3:3])[CH3:2].C([O:33][C:34]([C@H:36]1[CH2:41][CH2:40][C@H:39]([C:42](O)=[O:43])[CH2:38][CH2:37]1)=[O:35])C1C=CC=CC=1.C(C1C=C(NC(C2C=CC(N3CCN(C([C@H]4CCC[C@@H]4C(O)=O)=O)CC3)=NC=2)=O)C=CC=1)(C)(C)C, predict the reaction product. The product is: [C:1]([C:5]1[CH:6]=[C:7]([NH:11][C:12]([C:13]2[CH:18]=[CH:17][C:16]([N:19]3[CH2:24][CH2:23][N:22]([C:42]([CH:39]4[CH2:38][CH2:37][CH:36]([C:34]([OH:35])=[O:33])[CH2:41][CH2:40]4)=[O:43])[CH2:21][CH2:20]3)=[CH:15][CH:14]=2)=[O:25])[CH:8]=[CH:9][CH:10]=1)([CH3:4])([CH3:2])[CH3:3]. (3) The product is: [C:1]([NH:43][C:44]1[CH:49]=[CH:48][CH:47]=[CH:46][C:45]=1/[CH:50]=[CH:51]/[C:52]([O:54][CH3:55])=[O:53])(=[O:9])[C:2]1[CH:3]=[CH:4][CH:5]=[CH:6][CH:7]=1. Given the reactants [C:1]([OH:9])(=O)[C:2]1[CH:7]=[CH:6][CH:5]=[CH:4][CH:3]=1.CN(C(ON1N=NC2C=CC=NC1=2)=[N+](C)C)C.F[P-](F)(F)(F)(F)F.CCN(C(C)C)C(C)C.[NH2:43][C:44]1[CH:49]=[CH:48][CH:47]=[CH:46][C:45]=1/[CH:50]=[CH:51]/[C:52]([O:54][CH3:55])=[O:53], predict the reaction product. (4) Given the reactants [NH:1]1[C:5]2[CH:6]=[CH:7][C:8]([C:10]([OH:12])=O)=[CH:9][C:4]=2[N:3]=[N:2]1.CCN=C=NCCCN(C)C.Cl.[CH3:25][C:26]1([CH3:34])[O:31][C:30](=[O:32])[CH2:29][C:28](=[O:33])[O:27]1, predict the reaction product. The product is: [NH:1]1[C:5]2[CH:6]=[CH:7][C:8]([C:10]([CH:29]3[C:30](=[O:32])[O:31][C:26]([CH3:34])([CH3:25])[O:27][C:28]3=[O:33])=[O:12])=[CH:9][C:4]=2[N:3]=[N:2]1. (5) Given the reactants [NH2:1][C:2]([NH2:4])=[NH:3].[ClH:5], predict the reaction product. The product is: [ClH:5].[NH2:3][C:2]([NH2:4])=[NH2+:1].[NH2:3][C:2]([NH2:4])=[NH2+:1].[NH2:3][C:2]([NH2:4])=[NH2+:1].[NH2:3][C:2]([NH2:4])=[NH2+:1].[NH2:3][C:2]([NH2:4])=[NH2+:1].[NH2:3][C:2]([NH2:4])=[NH2+:1].[NH2:3][C:2]([NH2:4])=[NH2+:1].[NH2:3][C:2]([NH2:4])=[NH2+:1].[NH2:3][C:2]([NH2:4])=[NH2+:1]. (6) Given the reactants [Cl:1][C:2]1[CH:10]=[C:9]2[C:5]([C:6]([C:20]#[N:21])=[C:7]([C:12]3[CH:13]=[N:14][CH:15]=[C:16]([CH:18]=O)[CH:17]=3)[N:8]2[CH3:11])=[CH:4][CH:3]=1.[CH2:22]([S:24]([NH2:27])(=[O:26])=[O:25])[CH3:23].C1(C)C=CC=CC=1.[BH4-].[Na+], predict the reaction product. The product is: [Cl:1][C:2]1[CH:10]=[C:9]2[C:5]([C:6]([C:20]#[N:21])=[C:7]([C:12]3[CH:17]=[C:16]([CH2:18][NH:27][S:24]([CH2:22][CH3:23])(=[O:26])=[O:25])[CH:15]=[N:14][CH:13]=3)[N:8]2[CH3:11])=[CH:4][CH:3]=1.